This data is from Reaction yield outcomes from USPTO patents with 853,638 reactions. The task is: Predict the reaction yield, written as a fraction of the theoretical maximum amount of product (1.0 means a 100% yield; for example, 0.34 means a 34% yield). (1) The product is [CH3:18][C:4]1([C:7]([O:9][CH3:10])=[O:8])[CH2:3][CH2:2][N:1]([C:11]([O:13][C:14]([CH3:17])([CH3:16])[CH3:15])=[O:12])[CH2:6][CH2:5]1. The catalyst is C1COCC1. The yield is 0.430. The reactants are [N:1]1([C:11]([O:13][C:14]([CH3:17])([CH3:16])[CH3:15])=[O:12])[CH2:6][CH2:5][CH:4]([C:7]([O:9][CH3:10])=[O:8])[CH2:3][CH2:2]1.[CH:18](NC(C)C)(C)C.[Li].IC. (2) The reactants are [SH:1][C:2]([CH3:8])([CH3:7])[CH2:3][C:4]([OH:6])=[O:5].FC(F)(F)C(O)=O.[CH3:16][O:17][C:18]1[CH:25]=[C:24]([O:26][CH3:27])[CH:23]=[C:22]([O:28][CH3:29])[C:19]=1[CH2:20]O. The catalyst is C(Cl)Cl. The product is [CH3:7][C:2]([S:1][CH2:20][C:19]1[C:22]([O:28][CH3:29])=[CH:23][C:24]([O:26][CH3:27])=[CH:25][C:18]=1[O:17][CH3:16])([CH3:8])[CH2:3][C:4]([OH:6])=[O:5]. The yield is 0.700. (3) The reactants are [Br:1][C:2]1[CH:3]=[C:4]([CH:8]=[CH:9][N:10]=1)[C:5]([OH:7])=O.CN(C(ON1N=NC2C=CC=NC1=2)=[N+](C)C)C.F[P-](F)(F)(F)(F)F.C(N(C(C)C)C(C)C)C.[CH3:44][O:45][C:46]1[C:51]2[N:52]=[C:53]([NH2:55])[S:54][C:50]=2[C:49]([CH:56]2[CH2:61][CH2:60][CH2:59][CH2:58][O:57]2)=[CH:48][CH:47]=1.C(=O)(O)[O-].[Na+]. The catalyst is C1COCC1.O1CCOCC1.CN(C=O)C. The product is [Br:1][C:2]1[CH:3]=[C:4]([CH:8]=[CH:9][N:10]=1)[C:5]([NH:55][C:53]1[S:54][C:50]2[C:49]([CH:56]3[CH2:61][CH2:60][CH2:59][CH2:58][O:57]3)=[CH:48][CH:47]=[C:46]([O:45][CH3:44])[C:51]=2[N:52]=1)=[O:7]. The yield is 0.290. (4) The reactants are C1(P(C2C=CC=CC=2)C2C=CC=CC=2)C=CC=CC=1.[Br:20][C:21]1[CH:22]=[CH:23][C:24]([N+:28]([O-:30])=[O:29])=[C:25]([OH:27])[CH:26]=1.[C:31]([O:36][CH3:37])(=[O:35])[C@H:32]([CH3:34])O.N(C(OC(C)C)=O)=NC(OC(C)C)=O. The catalyst is C(Cl)Cl. The product is [Br:20][C:21]1[CH:22]=[CH:23][C:24]([N+:28]([O-:30])=[O:29])=[C:25]([CH:26]=1)[O:27][C@H:32]([CH3:34])[C:31]([O:36][CH3:37])=[O:35]. The yield is 0.940. (5) The reactants are [N:1]1([C:10]2[S:14][C:13]([C:15]([NH2:17])=O)=[C:12]([O:18][CH2:19][C:20]3[CH:25]=[CH:24][CH:23]=[CH:22][C:21]=3[CH3:26])[CH:11]=2)[C:5]2[CH:6]=[CH:7][CH:8]=[CH:9][C:4]=2[N:3]=[CH:2]1.FC(F)(F)C(OC(=O)C(F)(F)F)=O.ClCCl. The catalyst is N1C=CC=CC=1.FC(F)(F)C(OC(=O)C(F)(F)F)=O.[Cl-].[Na+].O. The product is [N:1]1([C:10]2[S:14][C:13]([C:15]#[N:17])=[C:12]([O:18][CH2:19][C:20]3[CH:25]=[CH:24][CH:23]=[CH:22][C:21]=3[CH3:26])[CH:11]=2)[C:5]2[CH:6]=[CH:7][CH:8]=[CH:9][C:4]=2[N:3]=[CH:2]1. The yield is 0.280.